Dataset: Reaction yield outcomes from USPTO patents with 853,638 reactions. Task: Predict the reaction yield, written as a fraction of the theoretical maximum amount of product (1.0 means a 100% yield; for example, 0.34 means a 34% yield). (1) The reactants are [F:1][C:2]1[CH:3]=[CH:4][C:5]([CH2:10][CH2:11][C:12]2[CH:17]=[CH:16][C:15]([O:18][CH3:19])=[CH:14][CH:13]=2)=[C:6]([CH2:8]O)[CH:7]=1.[BrH:20].[C:21]1([PH+:27]([C:34]2[CH:39]=[CH:38][CH:37]=[CH:36][CH:35]=2)[C:28]2[CH:33]=[CH:32][CH:31]=[CH:30][CH:29]=2)[CH:26]=[CH:25][CH:24]=[CH:23][CH:22]=1. The catalyst is C(#N)C. The product is [Br-:20].[F:1][C:2]1[CH:3]=[CH:4][C:5]([CH2:10][CH2:11][C:12]2[CH:17]=[CH:16][C:15]([O:18][CH3:19])=[CH:14][CH:13]=2)=[C:6]([CH:7]=1)[CH2:8][P+:27]([C:28]1[CH:29]=[CH:30][CH:31]=[CH:32][CH:33]=1)([C:34]1[CH:39]=[CH:38][CH:37]=[CH:36][CH:35]=1)[C:21]1[CH:22]=[CH:23][CH:24]=[CH:25][CH:26]=1. The yield is 0.770. (2) The reactants are [Na].[Cl:2][C:3]1[CH:4]=[N:5][CH:6]=[C:7]([Cl:10])[C:8]=1[SH:9].Br[C:12]1[S:13][C:14]([S:20]([CH3:23])(=[O:22])=[O:21])=[CH:15][C:16]=1[N+:17]([O-:19])=[O:18].C(=O)([O-])[O-].[K+].[K+]. No catalyst specified. The product is [Cl:2][C:3]1[CH:4]=[N:5][CH:6]=[C:7]([Cl:10])[C:8]=1[S:9][C:12]1[S:13][C:14]([S:20]([CH3:23])(=[O:22])=[O:21])=[CH:15][C:16]=1[N+:17]([O-:19])=[O:18]. The yield is 0.0900. (3) The reactants are Br[CH:2]([C:4]1[CH:5]=[C:6]2[C:11](=[CH:12][CH:13]=1)[C:10]([C:14]([F:17])([F:16])[F:15])=[C:9]([O:18][C@H:19]1[CH2:24][CH2:23][C@@H:22]([CH3:25])[CH2:21][CH2:20]1)[CH:8]=[CH:7]2)[CH3:3].CN(C=O)C.[CH3:31][O:32][C:33]([CH:35]1[CH2:42][CH:41]2[NH:43][CH:37]([CH2:38][CH2:39][CH2:40]2)[CH2:36]1)=[O:34].Cl.C([O-])([O-])=O.[K+].[K+]. No catalyst specified. The product is [CH3:25][C@@H:22]1[CH2:23][CH2:24][C@H:19]([O:18][C:9]2[C:10]([C:14]([F:17])([F:15])[F:16])=[C:11]3[C:6](=[CH:7][CH:8]=2)[CH:5]=[C:4]([CH:2]([N:43]2[CH:37]4[CH2:38][CH2:39][CH2:40][CH:41]2[CH2:42][CH:35]([C:33]([O:32][CH3:31])=[O:34])[CH2:36]4)[CH3:3])[CH:13]=[CH:12]3)[CH2:20][CH2:21]1. The yield is 0.570. (4) The reactants are [CH3:1][C:2]1([CH3:28])[O:7][CH2:6][CH:5]([CH2:8][O:9][C:10]2[CH:15]=[CH:14][N:13]=[C:12]([CH2:16][S:17][C:18]3[NH:22][C:21]4[CH:23]=[CH:24][CH:25]=[CH:26][C:20]=4[N:19]=3)[C:11]=2[CH3:27])[CH2:4][O:3]1.ClC1C=CC=C(C(OO)=[O:37])C=1.C(=O)([O-])O.[Na+]. The catalyst is CO.C1(C)C=CC=CC=1. The product is [CH3:1][C:2]1([CH3:28])[O:3][CH2:4][CH:5]([CH2:8][O:9][C:10]2[CH:15]=[CH:14][N:13]=[C:12]([CH2:16][S:17]([C:18]3[NH:19][C:20]4[CH:26]=[CH:25][CH:24]=[CH:23][C:21]=4[N:22]=3)=[O:37])[C:11]=2[CH3:27])[CH2:6][O:7]1. The yield is 0.862. (5) The reactants are [CH2:1]([O:8][C:9]([N:11]1[CH2:15][CH2:14][C@@H:13]([NH:16][C:17]([O:19][CH2:20][C:21]2[CH:26]=[CH:25][CH:24]=[CH:23][CH:22]=2)=[O:18])[C@H:12]1[CH2:27][OH:28])=[O:10])[C:2]1[CH:7]=[CH:6][CH:5]=[CH:4][CH:3]=1.N1C=CC=CC=1.[C:35]1([CH3:45])[CH:40]=[CH:39][C:38]([S:41](Cl)(=[O:43])=[O:42])=[CH:37][CH:36]=1. The catalyst is CC(=O)OCC. The product is [CH2:1]([O:8][C:9]([N:11]1[CH2:15][CH2:14][C@@H:13]([NH:16][C:17]([O:19][CH2:20][C:21]2[CH:26]=[CH:25][CH:24]=[CH:23][CH:22]=2)=[O:18])[C@H:12]1[CH2:27][O:28][S:41]([C:38]1[CH:39]=[CH:40][C:35]([CH3:45])=[CH:36][CH:37]=1)(=[O:43])=[O:42])=[O:10])[C:2]1[CH:3]=[CH:4][CH:5]=[CH:6][CH:7]=1. The yield is 0.860.